Task: Regression. Given a peptide amino acid sequence and an MHC pseudo amino acid sequence, predict their binding affinity value. This is MHC class I binding data.. Dataset: Peptide-MHC class I binding affinity with 185,985 pairs from IEDB/IMGT (1) The peptide sequence is ITDFVGKTV. The MHC is HLA-A01:01 with pseudo-sequence HLA-A01:01. The binding affinity (normalized) is 0.0213. (2) The peptide sequence is LRTELTYLQ. The MHC is Mamu-B08 with pseudo-sequence Mamu-B08. The binding affinity (normalized) is 0.133. (3) The peptide sequence is LPFHRWHTM. The MHC is Patr-B1301 with pseudo-sequence Patr-B1301. The binding affinity (normalized) is 1.00. (4) The peptide sequence is KPESRPFDL. The MHC is HLA-B07:02 with pseudo-sequence HLA-B07:02. The binding affinity (normalized) is 0.823. (5) The peptide sequence is WQDGGWQSV. The MHC is HLA-A25:01 with pseudo-sequence HLA-A25:01. The binding affinity (normalized) is 0.0847. (6) The peptide sequence is AILCVPNA. The MHC is H-2-Kb with pseudo-sequence H-2-Kb. The binding affinity (normalized) is 0.127. (7) The peptide sequence is MLVGHMPFM. The MHC is HLA-B07:02 with pseudo-sequence HLA-B07:02. The binding affinity (normalized) is 0.0847. (8) The peptide sequence is AAKKKGASL. The MHC is BoLA-HD6 with pseudo-sequence BoLA-HD6. The binding affinity (normalized) is 0.728. (9) The peptide sequence is SEHFSLLFL. The MHC is HLA-B08:01 with pseudo-sequence HLA-B08:01. The binding affinity (normalized) is 0.0847. (10) The peptide sequence is LVMGHQRMR. The MHC is Patr-A0101 with pseudo-sequence Patr-A0101. The binding affinity (normalized) is 0.122.